This data is from Reaction yield outcomes from USPTO patents with 853,638 reactions. The task is: Predict the reaction yield, written as a fraction of the theoretical maximum amount of product (1.0 means a 100% yield; for example, 0.34 means a 34% yield). The reactants are Br[C:2]1[C:3]2[C:4]3[CH:17]=[CH:16][S:15][C:5]=3[C:6](=[O:14])[NH:7][C:8]=2[CH:9]=[CH:10][C:11]=1[O:12][CH3:13].Br[C:19]1[CH:20]=[C:21]2[C:25](=[CH:26][CH:27]=1)[CH2:24][CH:23]([NH:28][C:29](=[O:35])[O:30][C:31]([CH3:34])([CH3:33])[CH3:32])[CH2:22]2. No catalyst specified. The product is [CH3:13][O:12][C:11]1[CH:10]=[CH:9][C:8]2[NH:7][C:6](=[O:14])[C:5]3[S:15][CH:16]=[CH:17][C:4]=3[C:3]=2[C:2]=1[C:27]1[CH:26]=[C:25]2[C:21](=[CH:20][CH:19]=1)[CH2:22][CH:23]([NH:28][C:29](=[O:35])[O:30][C:31]([CH3:33])([CH3:32])[CH3:34])[CH2:24]2. The yield is 0.150.